Dataset: Catalyst prediction with 721,799 reactions and 888 catalyst types from USPTO. Task: Predict which catalyst facilitates the given reaction. (1) Reactant: [CH2:1]([C:3]1([CH2:18][CH2:19][OH:20])[C:8]2[NH:9][C:10]3[C:15]([C:7]=2[CH2:6][CH2:5][O:4]1)=[CH:14][CH:13]=[CH:12][C:11]=3[CH2:16][CH3:17])[CH3:2].C(Cl)Cl.CS(C)=O.N1C=CC=CC=1.S(=O)(=O)=O. Product: [CH2:1]([C:3]1([CH2:18][CH:19]=[O:20])[C:8]2[NH:9][C:10]3[C:15]([C:7]=2[CH2:6][CH2:5][O:4]1)=[CH:14][CH:13]=[CH:12][C:11]=3[CH2:16][CH3:17])[CH3:2]. The catalyst class is: 6. (2) Reactant: C[O:2][C:3]1[CH:4]=[C:5]([P:9](=[O:22])([C:16]2[CH:21]=[CH:20][CH:19]=[CH:18][CH:17]=2)[C:10]2[CH:15]=[CH:14][CH:13]=[CH:12][CH:11]=2)[CH:6]=[CH:7][CH:8]=1.B(Br)(Br)Br. Product: [OH:2][C:3]1[CH:4]=[C:5]([P:9](=[O:22])([C:10]2[CH:11]=[CH:12][CH:13]=[CH:14][CH:15]=2)[C:16]2[CH:21]=[CH:20][CH:19]=[CH:18][CH:17]=2)[CH:6]=[CH:7][CH:8]=1. The catalyst class is: 2.